From a dataset of hERG potassium channel inhibition data for cardiac toxicity prediction from Karim et al.. Regression/Classification. Given a drug SMILES string, predict its toxicity properties. Task type varies by dataset: regression for continuous values (e.g., LD50, hERG inhibition percentage) or binary classification for toxic/non-toxic outcomes (e.g., AMES mutagenicity, cardiotoxicity, hepatotoxicity). Dataset: herg_karim. (1) The drug is NC(=O)c1cnc(-c2ccc(C3(N)CCC3)cc2)c(-c2ccccc2)c1. The result is 0 (non-blocker). (2) The compound is O=C(NCc1c(O)cc(Cl)cc1Cl)C1CCN(Cc2ccn(-c3ccc(C(F)(F)F)cc3)c2)CC1. The result is 1 (blocker). (3) The molecule is COc1ccc([C@H]2CN(CCc3ccc(OC)c(OC)c3)C[C@@H]2CC(=O)Nc2cccc(Cl)c2)cc1. The result is 1 (blocker). (4) The molecule is CC(C(=O)NC1(c2ccccc2)CCC(N2CCCCC2)CC1)c1cc(C(F)(F)F)cc(C(F)(F)F)c1. The result is 1 (blocker). (5) The drug is O=C(O)c1cc(N2CCN(CCc3ccc(OCCCN4CCCCCC4)cc3)CC2)c2ncccc2c1. The result is 0 (non-blocker). (6) The molecule is N#Cc1cc(NCC(=O)NC2CN(C3CCC(O)(c4cncs4)CC3)C2)c2cc(C(F)(F)F)ccc2n1. The result is 0 (non-blocker). (7) The drug is CC(C)c1ccc(CS(=O)(=O)c2ccc([C@]34CNC[C@H]3C4)cc2)cc1. The result is 1 (blocker). (8) The drug is Cc1cc(C)n(-c2cc(NC(=O)COc3cccc(CN(C)C)c3)nc(-c3ccc(C)o3)n2)n1. The result is 1 (blocker). (9) The molecule is Cc1c(N2CC[C@@H]([C@H](C)NCCC#N)C2)c(F)cc2c(=O)c(C(=O)O)cn(C3CC3)c12. The result is 0 (non-blocker). (10) The compound is Cc1cc(F)ccc1[C@@H]1CCN(C[C@@H]2CCc3cccnc3[C@@H](O)C2)C[C@H]1O. The result is 0 (non-blocker).